From a dataset of Catalyst prediction with 721,799 reactions and 888 catalyst types from USPTO. Predict which catalyst facilitates the given reaction. (1) Reactant: CCC[O:4][C:5]1[CH:10]=[CH:9][C:8]([N+]([O-])=O)=CC=1N.O.Cl. Product: [CH2:10]1[CH2:5][O:4][CH2:8][CH2:9]1.[O:4]1[CH2:5][CH2:10][CH2:9][CH2:8]1. The catalyst class is: 10. (2) Reactant: [CH3:1][CH:2]([C:4]1[N:8]([CH2:9][CH2:10][C@H:11]2[O:17][C:15](=[O:16])[CH2:14][C@H:13]([OH:18])[CH2:12]2)[C:7]([C:19]2[CH:20]=[CH:21][C:22]([F:25])=[CH:23][CH:24]=2)=[C:6]([C:26]2[CH:27]=[CH:28][CH:29]=[CH:30][CH:31]=2)[C:5]=1[C:32]([NH:34][C:35]1[CH:36]=[CH:37][CH:38]=[CH:39][CH:40]=1)=[O:33])[CH3:3].C[O:42]C(C)(C)C.CC(C)=[O:49].[OH-].[Sr+2:52].[OH-]. Product: [CH3:3][CH:2]([C:4]1[N:8]([CH2:9][CH2:10][C@@H:11]([OH:17])[CH2:12][C@@H:13]([OH:18])[CH2:14][C:15]([O-:16])=[O:42])[C:7]([C:19]2[CH:20]=[CH:21][C:22]([F:25])=[CH:23][CH:24]=2)=[C:6]([C:26]2[CH:27]=[CH:28][CH:29]=[CH:30][CH:31]=2)[C:5]=1[C:32]([NH:34][C:35]1[CH:36]=[CH:37][CH:38]=[CH:39][CH:40]=1)=[O:33])[CH3:1].[CH3:3][CH:2]([C:4]1[N:8]([CH2:9][CH2:10][C@@H:11]([OH:17])[CH2:12][C@@H:13]([OH:18])[CH2:14][C:15]([O-:16])=[O:49])[C:7]([C:19]2[CH:20]=[CH:21][C:22]([F:25])=[CH:23][CH:24]=2)=[C:6]([C:26]2[CH:27]=[CH:28][CH:29]=[CH:30][CH:31]=2)[C:5]=1[C:32]([NH:34][C:35]1[CH:36]=[CH:37][CH:38]=[CH:39][CH:40]=1)=[O:33])[CH3:1].[Sr+2:52]. The catalyst class is: 6. (3) Reactant: [Br:1][C:2]1[CH:7]=[CH:6][CH:5]=[CH:4][C:3]=1[CH2:8][C:9]([CH3:29])([CH3:28])[CH2:10][C:11]([CH:17]=[N:18][C:19]1[CH:27]=[CH:26][CH:25]=[C:24]2[C:20]=1[CH:21]=[N:22][NH:23]2)([OH:16])[C:12]([F:15])([F:14])[F:13].B(Br)(Br)Br.C(=O)(O)[O-].[Na+]. Product: [Br:1][C:2]1[C:3]2[CH2:8][C:9]([CH3:29])([CH3:28])[CH2:10][C:11]([C:12]([F:15])([F:14])[F:13])([OH:16])[CH:17]([NH:18][C:19]3[CH:27]=[CH:26][CH:25]=[C:24]4[C:20]=3[CH:21]=[N:22][NH:23]4)[C:4]=2[CH:5]=[CH:6][CH:7]=1. The catalyst class is: 13. (4) Reactant: [NH2:1][C:2]1[CH:29]=[CH:28][C:5]([C:6]([N:8]2[CH2:13][CH2:12][N:11]([CH2:14][C:15]3[CH:16]=[C:17]([CH:25]=[CH:26][CH:27]=3)[C:18]([NH:20][C:21]([CH3:24])([CH3:23])[CH3:22])=[O:19])[CH2:10][CH2:9]2)=[O:7])=[CH:4][C:3]=1[F:30].[F:31][C:32]1[CH:37]=[CH:36][CH:35]=[CH:34][C:33]=1[N:38]=[C:39]=[O:40]. Product: [C:21]([NH:20][C:18](=[O:19])[C:17]1[CH:25]=[CH:26][CH:27]=[C:15]([CH2:14][N:11]2[CH2:12][CH2:13][N:8]([C:6](=[O:7])[C:5]3[CH:28]=[CH:29][C:2]([NH:1][C:39]([NH:38][C:33]4[CH:34]=[CH:35][CH:36]=[CH:37][C:32]=4[F:31])=[O:40])=[C:3]([F:30])[CH:4]=3)[CH2:9][CH2:10]2)[CH:16]=1)([CH3:24])([CH3:23])[CH3:22]. The catalyst class is: 4. (5) Reactant: P(Cl)(Cl)(Cl)=O.[F:6][C:7]1[CH:8]=[C:9]2[C:15]([C:16]3[N:17]=[N:18][C:19]([C:23]([CH3:29])([CH3:28])[C:24]([O:26]C)=O)=[C:20](O)[N:21]=3)=[N:14][N:13]([CH2:30][C:31]3[CH:32]=[N:33][CH:34]=[N:35][CH:36]=3)[C:10]2=[N:11][CH:12]=1.[NH3:37]. Product: [F:6][C:7]1[CH:8]=[C:9]2[C:15]([C:16]3[N:17]=[N:18][C:19]4[C:23]([CH3:28])([CH3:29])[C:24](=[O:26])[NH:37][C:20]=4[N:21]=3)=[N:14][N:13]([CH2:30][C:31]3[CH:36]=[N:35][CH:34]=[N:33][CH:32]=3)[C:10]2=[N:11][CH:12]=1. The catalyst class is: 10. (6) Reactant: [CH3:1][O:2][C:3](=[O:20])[NH:4][C:5]1[S:6][C:7]2[C:13]([C:14](=O)[CH2:15]Br)=[CH:12][CH:11]=[C:10]([O:18][CH3:19])[C:8]=2[N:9]=1.[C:21]([O:25][C:26]([NH:28][C:29]([NH2:31])=[NH:30])=[O:27])([CH3:24])([CH3:23])[CH3:22]. Product: [CH3:1][O:2][C:3](=[O:20])[NH:4][C:5]1[S:6][C:7]2[C:13]([C:14]3[N:31]=[C:29]([NH:28][C:26]([O:25][C:21]([CH3:24])([CH3:23])[CH3:22])=[O:27])[NH:30][CH:15]=3)=[CH:12][CH:11]=[C:10]([O:18][CH3:19])[C:8]=2[N:9]=1. The catalyst class is: 10. (7) The catalyst class is: 12. Reactant: [CH2:1]([O:8][CH2:9][C@@H:10]([CH3:29])[CH2:11][C:12]1[N:17]=[C:16]([C:18]2[CH:23]=[CH:22][C:21]([Cl:24])=[C:20]([Cl:25])[CH:19]=2)[C:15]([C:26]#[N:27])=[C:14](O)[N:13]=1)[C:2]1[CH:7]=[CH:6][CH:5]=[CH:4][CH:3]=1.O=P(Cl)(Cl)[Cl:32]. Product: [CH2:1]([O:8][CH2:9][C@@H:10]([CH3:29])[CH2:11][C:12]1[N:13]=[C:14]([Cl:32])[C:15]([C:26]#[N:27])=[C:16]([C:18]2[CH:23]=[CH:22][C:21]([Cl:24])=[C:20]([Cl:25])[CH:19]=2)[N:17]=1)[C:2]1[CH:7]=[CH:6][CH:5]=[CH:4][CH:3]=1. (8) Reactant: [O:1]=[C:2]1[C:10]2([C:22]3[C:13](=[CH:14][C:15]4[O:20][CH2:19][CH2:18][O:17][C:16]=4[CH:21]=3)[O:12][CH2:11]2)[C:9]2[C:4](=[CH:5][CH:6]=[CH:7][CH:8]=2)[N:3]1[CH2:23][C:24]1[C:29]([C:30](O)=[O:31])=[CH:28][CH:27]=[CH:26][N:25]=1.Cl.CN.O[N:37]1[C:41]2C=CC=CC=2N=N1.CN1CCOCC1. Product: [CH3:41][NH:37][C:30]([C:29]1[C:24]([CH2:23][N:3]2[C:4]3[C:9](=[CH:8][CH:7]=[CH:6][CH:5]=3)[C:10]3([C:22]4[C:13](=[CH:14][C:15]5[O:20][CH2:19][CH2:18][O:17][C:16]=5[CH:21]=4)[O:12][CH2:11]3)[C:2]2=[O:1])=[N:25][CH:26]=[CH:27][CH:28]=1)=[O:31]. The catalyst class is: 145. (9) Reactant: [F:1][C:2]1[CH:7]=[C:6]([S:8]([CH3:11])(=[O:10])=[O:9])[CH:5]=[CH:4][C:3]=1[C:12]1[CH:13]=[CH:14][C:15]2[O:19][C:18]([CH:20]3[CH2:25][CH2:24][N:23](C(OC(C)(C)C)=O)[CH2:22][CH2:21]3)=[N:17][C:16]=2[CH:33]=1.[F:34][C:35]([F:40])([F:39])[C:36]([OH:38])=[O:37]. Product: [F:34][C:35]([F:40])([F:39])[C:36]([OH:38])=[O:37].[F:1][C:2]1[CH:7]=[C:6]([S:8]([CH3:11])(=[O:9])=[O:10])[CH:5]=[CH:4][C:3]=1[C:12]1[CH:13]=[CH:14][C:15]2[O:19][C:18]([CH:20]3[CH2:25][CH2:24][NH:23][CH2:22][CH2:21]3)=[N:17][C:16]=2[CH:33]=1. The catalyst class is: 2.